Dataset: Full USPTO retrosynthesis dataset with 1.9M reactions from patents (1976-2016). Task: Predict the reactants needed to synthesize the given product. (1) The reactants are: Br[C:2]1[CH:3]=[C:4]2[C:9](=[CH:10][CH:11]=1)[CH2:8][C@@H:7]([NH:12][C:13](=[O:27])[C:14]1[CH:19]=[CH:18][C:17]([O:20][CH2:21][C@@H:22]3[CH2:26][CH2:25][CH2:24][O:23]3)=[CH:16][CH:15]=1)[CH2:6][CH2:5]2.[C:28]1(C)[CH:33]=CC=C[CH:29]=1.C([Sn](CCCC)(CCCC)CCCC)C=C. Given the product [CH2:33]([C:2]1[CH:3]=[C:4]2[C:9](=[CH:10][CH:11]=1)[CH2:8][C@@H:7]([NH:12][C:13](=[O:27])[C:14]1[CH:15]=[CH:16][C:17]([O:20][CH2:21][C@@H:22]3[CH2:26][CH2:25][CH2:24][O:23]3)=[CH:18][CH:19]=1)[CH2:6][CH2:5]2)[CH:28]=[CH2:29], predict the reactants needed to synthesize it. (2) Given the product [O:14]1[C:7]2[CH:6]=[C:5]([CH2:4][NH2:1])[N:10]=[CH:9][C:8]=2[O:11][CH2:12][CH2:13]1, predict the reactants needed to synthesize it. The reactants are: [N:1]([CH2:4][C:5]1[N:10]=[CH:9][C:8]2[O:11][CH2:12][CH2:13][O:14][C:7]=2[CH:6]=1)=[N+]=[N-].[H][H]. (3) Given the product [Br:1][C:2]1[N:3]([CH2:10][C:11]2[CH:12]=[C:13]([C:17]3[CH:21]=[C:20]([CH2:22][CH:23]([CH3:25])[CH3:24])[S:19][C:18]=3[S:26]([NH:29][C:30]([CH3:32])([CH3:31])[CH3:33])(=[O:27])=[O:28])[CH:14]=[CH:15][CH:16]=2)[CH:4]=[CH:5][N:6]=1, predict the reactants needed to synthesize it. The reactants are: [Br:1][C:2]1[NH:3][CH:4]=[CH:5][N:6]=1.[OH-].[Na+].Br[CH2:10][C:11]1[CH:12]=[C:13]([C:17]2[CH:21]=[C:20]([CH2:22][CH:23]([CH3:25])[CH3:24])[S:19][C:18]=2[S:26]([NH:29][C:30]([CH3:33])([CH3:32])[CH3:31])(=[O:28])=[O:27])[CH:14]=[CH:15][CH:16]=1.